From a dataset of Full USPTO retrosynthesis dataset with 1.9M reactions from patents (1976-2016). Predict the reactants needed to synthesize the given product. (1) Given the product [CH3:33][C:7]([S:9][C:10]1[CH:11]=[CH:12][C:13]([C:14]([O:16][CH2:17][C:18]2[N:22]([CH2:23][C:24]3[CH:25]=[CH:26][C:27]([CH3:30])=[CH:28][CH:29]=3)[N:21]=[N:20][CH:19]=2)=[O:15])=[CH:31][CH:32]=1)([CH3:8])[C:6]([OH:34])=[O:5], predict the reactants needed to synthesize it. The reactants are: C([O:5][C:6](=[O:34])[C:7]([CH3:33])([S:9][C:10]1[CH:32]=[CH:31][C:13]([C:14]([O:16][CH2:17][C:18]2[N:22]([CH2:23][C:24]3[CH:29]=[CH:28][C:27]([CH3:30])=[CH:26][CH:25]=3)[N:21]=[N:20][CH:19]=2)=[O:15])=[CH:12][CH:11]=1)[CH3:8])(C)(C)C.Cl. (2) Given the product [CH3:18][O:17][C:12]1[CH:13]=[CH:14][CH:15]=[CH:16][C:11]=1[N:8]1[CH2:9][CH2:10][N:5]([CH2:3][C@H:2]([NH2:1])[CH2:19][C:20]2[CH:21]=[CH:22][N:23]=[CH:24][CH:25]=2)[CH2:6][CH2:7]1, predict the reactants needed to synthesize it. The reactants are: [NH2:1][C@H:2]([CH2:19][C:20]1[CH:25]=[CH:24][N:23]=[CH:22][CH:21]=1)[C:3]([N:5]1[CH2:10][CH2:9][N:8]([C:11]2[CH:16]=[CH:15][CH:14]=[CH:13][C:12]=2[O:17][CH3:18])[CH2:7][CH2:6]1)=O.B.C1COCC1.Cl.